Dataset: Catalyst prediction with 721,799 reactions and 888 catalyst types from USPTO. Task: Predict which catalyst facilitates the given reaction. (1) Reactant: [CH3:1][N:2]1[CH2:20][C:14]2[CH:15]=[CH:16][C:17]([O:18][CH3:19])=[C:12]3[C:13]=2[C@:5]2([C@@H:10]([O:11]3)[CH2:9][C@@H:8]([OH:21])[CH:7]=[CH:6]2)[CH2:4][CH2:3]1.[BrH:22]. Product: [CH3:1][N:2]1[CH2:20][C:14]2=[C:13]3[C:12](=[C:17]([O:18][CH3:19])[CH:16]=[CH:15]2)[O:11][C@@H:10]2[C@:5]3([CH:6]=[CH:7][C@H:8]([OH:21])[CH2:9]2)[CH2:4][CH2:3]1.[BrH:22]. The catalyst class is: 32. (2) Reactant: [CH:1]1([C:7]2[N:8]([C:13]3[CH:18]=[C:17]([F:19])[CH:16]=[CH:15][C:14]=3[N+:20]([O-])=O)[CH:9]=[C:10]([CH3:12])[N:11]=2)[CH2:6][CH2:5][CH2:4][CH2:3][CH2:2]1.[H][H]. Product: [CH:1]1([C:7]2[N:8]([C:13]3[CH:18]=[C:17]([F:19])[CH:16]=[CH:15][C:14]=3[NH2:20])[CH:9]=[C:10]([CH3:12])[N:11]=2)[CH2:2][CH2:3][CH2:4][CH2:5][CH2:6]1. The catalyst class is: 171.